Dataset: Forward reaction prediction with 1.9M reactions from USPTO patents (1976-2016). Task: Predict the product of the given reaction. Given the reactants [Br:1][C:2]1[CH:11]=[C:10]2[C:5]([CH2:6][CH2:7][N:8]([C:17](=[O:36])[C:18]([N:20]([C:32]([CH3:35])([CH3:34])[CH3:33])[CH2:21][CH2:22][S:23][CH2:24][C:25]#[C:26][C:27]3[S:28][CH:29]=[CH:30][CH:31]=3)=[O:19])[CH:9]2[C:12]([O:14]CC)=[O:13])=[CH:4][C:3]=1[O:37][CH3:38].[OH-].[K+].Cl, predict the reaction product. The product is: [Br:1][C:2]1[CH:11]=[C:10]2[C:5]([CH2:6][CH2:7][N:8]([C:17](=[O:36])[C:18]([N:20]([C:32]([CH3:34])([CH3:35])[CH3:33])[CH2:21][CH2:22][S:23][CH2:24][C:25]#[C:26][C:27]3[S:28][CH:29]=[CH:30][CH:31]=3)=[O:19])[CH:9]2[C:12]([OH:14])=[O:13])=[CH:4][C:3]=1[O:37][CH3:38].